The task is: Binary Classification. Given a drug SMILES string, predict its activity (active/inactive) in a high-throughput screening assay against a specified biological target.. This data is from In vitro SARS-CoV-2 activity screen of 1,480 approved drugs from Prestwick library. The drug is O=C(NCCCN1CCOCC1)c1ccc(Cl)cc1. The result is 0 (inactive).